This data is from Catalyst prediction with 721,799 reactions and 888 catalyst types from USPTO. The task is: Predict which catalyst facilitates the given reaction. (1) Reactant: [CH2:1]([O:3][P:4]([C:9](=[C:18]1[CH:23]=[CH:22][C:21]([NH:24]C(=O)C(F)(F)F)=[CH:20][CH2:19]1)[P:10]([O:15][CH2:16][CH3:17])([O:12][CH2:13][CH3:14])=[O:11])([O:6][CH2:7][CH3:8])=[O:5])[CH3:2]. Product: [CH2:13]([O:12][P:10]([C:9]([P:4]([O:6][CH2:7][CH3:8])([O:3][CH2:1][CH3:2])=[O:5])=[C:18]1[CH:19]=[CH:20][C:21]([NH2:24])=[CH:22][CH2:23]1)([O:15][CH2:16][CH3:17])=[O:11])[CH3:14]. The catalyst class is: 74. (2) Reactant: [O:1]1[CH2:6][CH2:5][CH2:4][CH2:3][CH:2]1[N:7]1[C:15]2[C:10](=[CH:11][C:12]([C:16]3[N:20]=[CH:19][N:18]([C:21]([C:34]4[CH:39]=[CH:38][CH:37]=[CH:36][CH:35]=4)([C:28]4[CH:33]=[CH:32][CH:31]=[CH:30][CH:29]=4)[C:22]4[CH:27]=[CH:26][CH:25]=[CH:24][CH:23]=4)[N:17]=3)=[CH:13][CH:14]=2)[C:9]([C:40]2[CH:41]=[C:42]([CH:47]=[CH:48][CH:49]=2)[C:43](OC)=[O:44])=[N:8]1.O.[OH-].[Li+].[F:53][C:54]1[CH:61]=[CH:60][C:57]([CH2:58][NH2:59])=[CH:56][CH:55]=1.O.ON1C2C=CC=CC=2N=N1. Product: [F:53][C:54]1[CH:61]=[CH:60][C:57]([CH2:58][NH:59][C:43]([C:42]2[CH:47]=[CH:48][CH:49]=[C:40]([C:9]3[C:10]4[C:15](=[CH:14][CH:13]=[C:12]([C:16]5[N:20]=[CH:19][N:18]([C:21]([C:28]6[CH:29]=[CH:30][CH:31]=[CH:32][CH:33]=6)([C:34]6[CH:39]=[CH:38][CH:37]=[CH:36][CH:35]=6)[C:22]6[CH:27]=[CH:26][CH:25]=[CH:24][CH:23]=6)[N:17]=5)[CH:11]=4)[N:7]([CH:2]4[CH2:3][CH2:4][CH2:5][CH2:6][O:1]4)[N:8]=3)[CH:41]=2)=[O:44])=[CH:56][CH:55]=1. The catalyst class is: 30. (3) Reactant: [NH:1]1[C:9]2[C:4](=[CH:5][C:6]([C:10]([OH:12])=[O:11])=[CH:7][CH:8]=2)[CH:3]=[N:2]1.[Cl:13]N1C(=O)CCC1=O.S([O-])([O-])(=O)=S.[Na+].[Na+].Cl. Product: [Cl:13][C:3]1[C:4]2[C:9](=[CH:8][CH:7]=[C:6]([C:10]([OH:12])=[O:11])[CH:5]=2)[NH:1][N:2]=1. The catalyst class is: 144. (4) Reactant: [CH3:1][O:2][C:3]([C:5]1[CH:6]=[N:7][N:8]2[CH:13]=[C:12]([OH:14])[CH:11]=[CH:10][C:9]=12)=[O:4].[O-]P([O-])([O-])=O.[K+].[K+].[K+].[NH2:23][C:24]1[N:29]=[C:28](Cl)[CH:27]=[C:26]([Cl:31])[N:25]=1.CCOC(C)=O. Product: [CH3:1][O:2][C:3]([C:5]1[CH:6]=[N:7][N:8]2[CH:13]=[C:12]([O:14][C:28]3[CH:27]=[C:26]([Cl:31])[N:25]=[C:24]([NH2:23])[N:29]=3)[CH:11]=[CH:10][C:9]=12)=[O:4]. The catalyst class is: 37. (5) Reactant: Cl.CN(C)CCCN=C=NCC.[CH2:13]1[C:21]2[C:16](=[CH:17][CH:18]=[CH:19][CH:20]=2)[CH2:15][CH:14]1[NH:22][C:23]1[N:24]=[CH:25][C:26]2[CH2:32][NH:31][CH2:30][CH2:29][C:27]=2[N:28]=1.[N:33]1([CH2:38][CH2:39][CH2:40][CH2:41][C:42](O)=[O:43])[CH:37]=[CH:36][N:35]=[CH:34]1.ON1C2C=CC=CC=2N=N1. Product: [CH2:13]1[C:21]2[C:16](=[CH:17][CH:18]=[CH:19][CH:20]=2)[CH2:15][CH:14]1[NH:22][C:23]1[N:24]=[CH:25][C:26]2[CH2:32][N:31]([C:42](=[O:43])[CH2:41][CH2:40][CH2:39][CH2:38][N:33]3[CH:37]=[CH:36][N:35]=[CH:34]3)[CH2:30][CH2:29][C:27]=2[N:28]=1. The catalyst class is: 236. (6) Reactant: [NH:1]1[C:5]2[CH:6]=[CH:7][CH:8]=[CH:9][C:4]=2[N:3]=[C:2]1[C:10]1[CH:11]=[C:12]([NH:17][C:18]([C:20]2[CH:25]=[CH:24][C:23]([C:26]3[CH:31]=[CH:30][C:29]([N+:32]([O-])=O)=[CH:28][CH:27]=3)=[CH:22][C:21]=2[CH3:35])=[O:19])[CH:13]=[CH:14][C:15]=1[Cl:16].[NH4+].[Cl-].C([O-])([O-])=O.[Na+].[Na+]. Product: [NH:1]1[C:5]2[CH:6]=[CH:7][CH:8]=[CH:9][C:4]=2[N:3]=[C:2]1[C:10]1[CH:11]=[C:12]([NH:17][C:18]([C:20]2[CH:25]=[CH:24][C:23]([C:26]3[CH:31]=[CH:30][C:29]([NH2:32])=[CH:28][CH:27]=3)=[CH:22][C:21]=2[CH3:35])=[O:19])[CH:13]=[CH:14][C:15]=1[Cl:16]. The catalyst class is: 406. (7) Reactant: [ClH:1].[CH:2]1([C@H:8]2[N:13]3[CH:14]=[C:15]([C:20]([N:22]4[C@H:27]([CH3:28])[CH2:26][N:25](CC5C=CC=CC=5)[CH2:24][C@@H:23]4[CH3:36])=[O:21])[C:16]4[CH:17]=[CH:18][CH:19]=[C:11]([C:12]=43)[O:10][CH2:9]2)[CH2:7][CH2:6][CH2:5][CH2:4][CH2:3]1. Product: [ClH:1].[CH:2]1([C@H:8]2[N:13]3[CH:14]=[C:15]([C:20]([N:22]4[C@H:23]([CH3:36])[CH2:24][NH:25][CH2:26][C@@H:27]4[CH3:28])=[O:21])[C:16]4[CH:17]=[CH:18][CH:19]=[C:11]([C:12]=43)[O:10][CH2:9]2)[CH2:3][CH2:4][CH2:5][CH2:6][CH2:7]1. The catalyst class is: 29.